This data is from Peptide-MHC class I binding affinity with 185,985 pairs from IEDB/IMGT. The task is: Regression. Given a peptide amino acid sequence and an MHC pseudo amino acid sequence, predict their binding affinity value. This is MHC class I binding data. (1) The peptide sequence is IRFPKTFGH. The MHC is Mamu-B17 with pseudo-sequence Mamu-B17. The binding affinity (normalized) is 0.129. (2) The peptide sequence is RTWENHCTY. The MHC is HLA-A32:01 with pseudo-sequence HLA-A32:01. The binding affinity (normalized) is 1.00. (3) The peptide sequence is IVTMMKYCSY. The MHC is HLA-A68:01 with pseudo-sequence HLA-A68:01. The binding affinity (normalized) is 0.656. (4) The peptide sequence is PAAEFRRVAH. The MHC is HLA-A33:01 with pseudo-sequence HLA-A33:01. The binding affinity (normalized) is 0.0663. (5) The peptide sequence is IWLKLREKY. The MHC is HLA-A01:01 with pseudo-sequence HLA-A01:01. The binding affinity (normalized) is 0.